Dataset: Full USPTO retrosynthesis dataset with 1.9M reactions from patents (1976-2016). Task: Predict the reactants needed to synthesize the given product. (1) Given the product [CH3:8][NH:7][C:5]([C:4]1[CH:3]=[C:2]([NH:1][CH:13]([C:19]2[CH:24]=[CH:23][CH:22]=[CH:21][CH:20]=2)[C:14]([O:16][CH2:17][CH3:18])=[O:15])[CH:11]=[CH:10][CH:9]=1)=[O:6], predict the reactants needed to synthesize it. The reactants are: [NH2:1][C:2]1[CH:3]=[C:4]([CH:9]=[CH:10][CH:11]=1)[C:5]([NH:7][CH3:8])=[O:6].Br[CH:13]([C:19]1[CH:24]=[CH:23][CH:22]=[CH:21][CH:20]=1)[C:14]([O:16][CH2:17][CH3:18])=[O:15].CCN(C(C)C)C(C)C. (2) Given the product [Cl:7][C:8]1[N:13]=[N:12][C:11]([NH:14][S:21]([C:18]2[CH:19]=[CH:20][C:15]([CH3:25])=[CH:16][CH:17]=2)(=[O:23])=[O:22])=[CH:10][CH:9]=1, predict the reactants needed to synthesize it. The reactants are: N1C=CC=CC=1.[Cl:7][C:8]1[N:13]=[N:12][C:11]([NH2:14])=[CH:10][CH:9]=1.[C:15]1([CH3:25])[CH:20]=[CH:19][C:18]([S:21](Cl)(=[O:23])=[O:22])=[CH:17][CH:16]=1. (3) Given the product [CH3:7][NH:8][CH:9]1[CH2:4][CH2:3][CH:49]([N:50]2[C:59]3[C:54](=[CH:55][C:56]([NH:60][C:61]([C:63]4[S:64][CH:65]=[CH:66][CH:67]=4)=[NH:62])=[CH:57][CH:58]=3)[CH2:53][CH2:52][CH2:51]2)[CH2:48][CH2:10]1, predict the reactants needed to synthesize it. The reactants are: BrC1[CH:3]=[C:4]2[C:9](=[CH:10]C=1)[N:8](C1CCC(=O)CC1)[CH2:7]CC2.CN1CCC(N2C3C(=CC(NC(C4SC=CC=4)=N)=CC=3)CC2)C1.O1CCN([CH2:48][CH2:49][N:50]2[C:59]3[C:54](=[CH:55][C:56]([NH:60][C:61]([C:63]4[S:64][CH:65]=[CH:66][CH:67]=4)=[NH:62])=[CH:57][CH:58]=3)[CH2:53][CH2:52][CH2:51]2)CC1.CN1CCC(N2CCCCC3C=C(NC(C4SC=CC=4)=N)C=CC2=3)C1. (4) Given the product [Br:5][C:6]1[CH:7]=[C:8]([CH:12]=[CH:13][C:14]=1[OH:15])[C:9]([NH:32][C:31]1[CH:33]=[CH:34][C:28]([O:27][C:26]([F:25])([F:35])[F:36])=[CH:29][CH:30]=1)=[O:11], predict the reactants needed to synthesize it. The reactants are: O=S(Cl)Cl.[Br:5][C:6]1[CH:7]=[C:8]([CH:12]=[CH:13][C:14]=1[OH:15])[C:9]([OH:11])=O.CCN(C(C)C)C(C)C.[F:25][C:26]([F:36])([F:35])[O:27][C:28]1[CH:34]=[CH:33][C:31]([NH2:32])=[CH:30][CH:29]=1.[OH-].[Na+].